Task: Predict the reactants needed to synthesize the given product.. Dataset: Full USPTO retrosynthesis dataset with 1.9M reactions from patents (1976-2016) (1) Given the product [Cl:1][C:2]1[N:3]=[C:4]([N:13]2[CH2:18][CH2:17][O:16][CH2:15][CH2:14]2)[C:5]2[S:10][C:9]([CH2:11][N:24]3[CH2:25][CH2:26][CH:21]([N:20]([CH3:27])[CH3:19])[CH2:22][CH2:23]3)=[CH:8][C:6]=2[N:7]=1, predict the reactants needed to synthesize it. The reactants are: [Cl:1][C:2]1[N:3]=[C:4]([N:13]2[CH2:18][CH2:17][O:16][CH2:15][CH2:14]2)[C:5]2[S:10][C:9]([CH:11]=O)=[CH:8][C:6]=2[N:7]=1.[CH3:19][N:20]([CH3:27])[CH:21]1[CH2:26][CH2:25][NH:24][CH2:23][CH2:22]1.C(O[BH-](OC(=O)C)OC(=O)C)(=O)C.[Na+].C(O)(=O)C. (2) Given the product [Cl:1][C:2]1[CH:3]=[CH:4][C:5]2[N:9]=[C:8]([C:10]3[C:11](=[O:33])[NH:12][N:13]=[C:14]([C:16]4[CH:21]=[C:20]([CH3:22])[C:19]([OH:23])=[C:18]([CH3:24])[CH:17]=4)[CH:15]=3)[NH:7][C:6]=2[CH:42]=1, predict the reactants needed to synthesize it. The reactants are: [Cl:1][C:2]1[CH:3]=[CH:4][C:5]2[N:9]=[C:8]([C:10]3[C:11](=[O:33])[N:12](COCC[Si](C)(C)C)[N:13]=[C:14]([C:16]4[CH:21]=[C:20]([CH3:22])[C:19]([OH:23])=[C:18]([CH3:24])[CH:17]=4)[CH:15]=3)[N:7](COCC[Si](C)(C)C)[C:6]=2[CH:42]=1.FC(F)(F)C(O)=O.[OH-].[Na+].Cl. (3) Given the product [Cl:8][C:9]1[N:10]=[C:11]([C:39]([NH:5][S:2]([CH3:1])(=[O:4])=[O:3])=[O:40])[CH:12]=[C:13]([N:19]2[CH2:24][CH2:23][CH:22]([NH:25][C:26]([C:28]3[NH:29][C:30]([CH3:35])=[C:31]([Cl:34])[C:32]=3[Cl:33])=[O:27])[CH2:21][CH2:20]2)[N:14]=1, predict the reactants needed to synthesize it. The reactants are: [CH3:1][S:2]([NH2:5])(=[O:4])=[O:3].[H-].[Na+].[Cl:8][C:9]1[NH:14][C:13]([N:19]2[CH2:24][CH2:23][CH:22]([NH:25][C:26]([C:28]3[NH:29][C:30]([CH3:35])=[C:31]([Cl:34])[C:32]=3[Cl:33])=[O:27])[CH2:21][CH2:20]2)(C(OC)=O)[CH:12]=[CH:11][N:10]=1.CN([CH:39]=[O:40])C. (4) Given the product [O:11]=[C:7]1[C:6]2[C:2]([C:12]([OH:14])=[O:13])=[CH:3][O:4][C:5]=2[CH2:10][CH2:9][NH:8]1, predict the reactants needed to synthesize it. The reactants are: O[C:2]1([C:12]([O:14]CC)=[O:13])[C:6]2[C:7](=[O:11])[NH:8][CH2:9][CH2:10][C:5]=2[O:4][CH2:3]1.Cl. (5) Given the product [C:1]1([CH2:7][CH2:8][CH:9]([NH2:18])[CH3:10])[CH:6]=[CH:5][CH:4]=[CH:3][CH:2]=1, predict the reactants needed to synthesize it. The reactants are: [C:1]1([CH2:7][CH2:8][C:9](=O)[CH3:10])[CH:6]=[CH:5][CH:4]=[CH:3][CH:2]=1.CC1[N:18]=CC(COP(O)(O)=O)=C(C=O)C=1O.P([O-])([O-])([O-])=O.[K+].[K+].[K+]. (6) The reactants are: Br[Si](C)(C)C.C([O:8][P:9]([C:14]1[C:15](=[O:32])[NH:16][C:17]2[C:22]([CH:23]=1)=[CH:21][C:20]([S:24]([NH:27][CH2:28][CH2:29][CH3:30])(=[O:26])=[O:25])=[C:19]([Cl:31])[CH:18]=2)(=[O:13])[O:10]CC)C. Given the product [Cl:31][C:19]1[CH:18]=[C:17]2[C:22]([CH:23]=[C:14]([P:9](=[O:8])([OH:13])[OH:10])[C:15](=[O:32])[NH:16]2)=[CH:21][C:20]=1[S:24]([NH:27][CH2:28][CH2:29][CH3:30])(=[O:25])=[O:26], predict the reactants needed to synthesize it. (7) Given the product [CH3:14][CH:11]1[CH2:12][CH2:13][N:8]([C:6]2[CH:7]=[C:2]([N:18]3[CH2:23][CH2:22][O:21][CH2:20][CH2:19]3)[CH:3]=[CH:4][C:5]=2[N+:15]([O-:17])=[O:16])[CH2:9][CH2:10]1, predict the reactants needed to synthesize it. The reactants are: Cl[C:2]1[CH:3]=[CH:4][C:5]([N+:15]([O-:17])=[O:16])=[C:6]([N:8]2[CH2:13][CH2:12][CH:11]([CH3:14])[CH2:10][CH2:9]2)[CH:7]=1.[NH:18]1[CH2:23][CH2:22][O:21][CH2:20][CH2:19]1.